From a dataset of Reaction yield outcomes from USPTO patents with 853,638 reactions. Predict the reaction yield, written as a fraction of the theoretical maximum amount of product (1.0 means a 100% yield; for example, 0.34 means a 34% yield). (1) The reactants are [NH2:1][NH2:2].[CH3:3][S:4]([C:7]1[CH:12]=[CH:11][C:10]([C:13]2[N:18]=[CH:17][C:16]([O:19][CH2:20][CH:21]3[CH2:26][CH2:25][N:24]([C:27]([O:29]C4C=CC([N+]([O-])=O)=CC=4)=O)[CH2:23][CH2:22]3)=[CH:15][CH:14]=2)=[CH:9][CH:8]=1)(=[O:6])=[O:5]. The catalyst is C(O)C. The product is [CH3:3][S:4]([C:7]1[CH:12]=[CH:11][C:10]([C:13]2[N:18]=[CH:17][C:16]([O:19][CH2:20][CH:21]3[CH2:26][CH2:25][N:24]([C:27]([NH:1][NH2:2])=[O:29])[CH2:23][CH2:22]3)=[CH:15][CH:14]=2)=[CH:9][CH:8]=1)(=[O:5])=[O:6]. The yield is 0.980. (2) The reactants are [C:1]([O:7][C:8]1[CH:13]=[CH:12][CH:11]=[C:10]([CH2:14]O)[CH:9]=1)(=[O:6])[C:2]([CH3:5])([CH3:4])[CH3:3].N1C=CN=C1.C1(P(C2C=CC=CC=2)C2C=CC=CC=2)C=CC=CC=1.[Br:40]Br. The catalyst is ClCCl. The product is [C:1]([O:7][C:8]1[CH:13]=[CH:12][CH:11]=[C:10]([CH2:14][Br:40])[CH:9]=1)(=[O:6])[C:2]([CH3:5])([CH3:4])[CH3:3]. The yield is 0.830. (3) The reactants are [C:1]([C:5]1[N:10]=[C:9]([Cl:11])[C:8]([C:12]#[N:13])=[CH:7][CH:6]=1)([CH3:4])([CH3:3])[CH3:2].[OH-:14].[Na+].OO. The catalyst is CCO. The product is [C:1]([C:5]1[N:10]=[C:9]([Cl:11])[C:8]([C:12]([NH2:13])=[O:14])=[CH:7][CH:6]=1)([CH3:4])([CH3:2])[CH3:3]. The yield is 0.970. (4) The reactants are [CH3:1][O:2][C:3]1[CH:4]=[C:5]([NH:11][C:12]2[C:13]3[N:39]=[CH:38][S:37][C:14]=3[N:15]=[C:16]([N:18]3[CH2:23][CH2:22][CH2:21][CH:20]([NH:24][C:25]([C:27]4[CH:36]=[CH:35][C:30]([C:31]([O:33]C)=[O:32])=[CH:29][CH:28]=4)=[O:26])[CH2:19]3)[N:17]=2)[CH:6]=[CH:7][C:8]=1[O:9][CH3:10].O[Li].O. The product is [CH3:1][O:2][C:3]1[CH:4]=[C:5]([NH:11][C:12]2[C:13]3[N:39]=[CH:38][S:37][C:14]=3[N:15]=[C:16]([N:18]3[CH2:23][CH2:22][CH2:21][CH:20]([NH:24][C:25]([C:27]4[CH:36]=[CH:35][C:30]([C:31]([OH:33])=[O:32])=[CH:29][CH:28]=4)=[O:26])[CH2:19]3)[N:17]=2)[CH:6]=[CH:7][C:8]=1[O:9][CH3:10]. The catalyst is O.CO.C1COCC1. The yield is 0.184. (5) The reactants are [CH3:1][O:2][C:3](=[O:17])[CH2:4][NH:5][C:6]1[CH:11]=[C:10]([N+:12]([O-:14])=[O:13])[CH:9]=[CH:8][C:7]=1[C:15]#[N:16].[C:18](Cl)(=[O:20])[CH3:19]. The catalyst is CN(C1C=CN=CC=1)C. The product is [CH3:1][O:2][C:3](=[O:17])[CH2:4][N:5]([C:18](=[O:20])[CH3:19])[C:6]1[CH:11]=[C:10]([N+:12]([O-:14])=[O:13])[CH:9]=[CH:8][C:7]=1[C:15]#[N:16]. The yield is 0.860. (6) The reactants are [N+:1]([C:4]1[CH:12]=[C:11]2[C:7]([C:8]([CH2:13][C:14]#[N:15])=[CH:9][NH:10]2)=[CH:6][CH:5]=1)([O-:3])=[O:2].[CH3:16][C:17]([O:20][C:21](O[C:21]([O:20][C:17]([CH3:19])([CH3:18])[CH3:16])=[O:22])=[O:22])([CH3:19])[CH3:18].CCN(CC)CC. The catalyst is C1COCC1. The product is [C:17]([O:20][C:21](=[O:22])[NH:15][CH2:14][CH2:13][C:8]1[C:7]2[C:11](=[CH:12][C:4]([N+:1]([O-:3])=[O:2])=[CH:5][CH:6]=2)[NH:10][CH:9]=1)([CH3:19])([CH3:18])[CH3:16]. The yield is 0.380. (7) The reactants are [CH3:1][C:2]1[C:7]([CH2:8][OH:9])=[CH:6][N:5]=[C:4]([CH3:10])[C:3]=1[OH:11].Cl.CC(=NO)C(C)=NO.I[C:22]1[CH:29]=[CH:28][C:25]([C:26]#[N:27])=[CH:24][CH:23]=1.C(=O)([O-])[O-].[Cs+].[Cs+]. The catalyst is CN(C=O)C.[Cu-]=O. The product is [OH:9][CH2:8][C:7]1[C:2]([CH3:1])=[C:3]([O:11][C:22]2[CH:29]=[CH:28][C:25]([C:26]#[N:27])=[CH:24][CH:23]=2)[C:4]([CH3:10])=[N:5][CH:6]=1. The yield is 0.0700. (8) The reactants are [F:1][C:2]1[CH:17]=[C:16]([CH:18]=O)[CH:15]=[CH:14][C:3]=1[O:4][C:5]1[N:6]=[CH:7][C:8]([C:11]([NH2:13])=[O:12])=[N:9][CH:10]=1.[CH2:20]([NH2:25])[CH2:21][CH2:22][CH2:23][CH3:24].[BH4-].[Na+]. The catalyst is CO. The product is [F:1][C:2]1[CH:17]=[C:16]([CH2:18][NH:25][CH2:20][CH2:21][CH2:22][CH2:23][CH3:24])[CH:15]=[CH:14][C:3]=1[O:4][C:5]1[N:6]=[CH:7][C:8]([C:11]([NH2:13])=[O:12])=[N:9][CH:10]=1. The yield is 0.660.